From a dataset of Retrosynthesis with 50K atom-mapped reactions and 10 reaction types from USPTO. Predict the reactants needed to synthesize the given product. Given the product Cc1ccc(Nc2cc(OCCN)nnc2C(N)=O)nc1C, predict the reactants needed to synthesize it. The reactants are: Cc1ccc(Nc2cc(OCCN3C(=O)c4ccccc4C3=O)nnc2C(N)=O)nc1C.